This data is from Forward reaction prediction with 1.9M reactions from USPTO patents (1976-2016). The task is: Predict the product of the given reaction. (1) Given the reactants [CH3:1][S:2](Cl)(=[O:4])=[O:3].[OH:6][CH2:7][CH2:8][O:9][CH2:10][CH2:11][NH:12][C:13](=[O:19])[O:14][C:15]([CH3:18])([CH3:17])[CH3:16].CCN(CC)CC, predict the reaction product. The product is: [CH3:1][S:2]([O:6][CH2:7][CH2:8][O:9][CH2:10][CH2:11][NH:12][C:13]([O:14][C:15]([CH3:16])([CH3:18])[CH3:17])=[O:19])(=[O:4])=[O:3]. (2) Given the reactants Cl.CN(C)CCCN=C=NCC.[Na].[F:14][C:15]1[C:20]([F:21])=[CH:19][CH:18]=[CH:17][C:16]=1[CH:22]([CH2:29][NH:30][CH2:31][C:32]1[CH:37]=[CH:36][C:35]([O:38][CH3:39])=[CH:34][C:33]=1[O:40][CH3:41])[CH2:23][CH2:24][CH2:25][C:26](O)=[O:27].Cl.O.ON1C2C=CC=CC=2N=N1.C(N(CC)CC)C, predict the reaction product. The product is: [F:14][C:15]1[C:20]([F:21])=[CH:19][CH:18]=[CH:17][C:16]=1[CH:22]1[CH2:29][N:30]([CH2:31][C:32]2[CH:37]=[CH:36][C:35]([O:38][CH3:39])=[CH:34][C:33]=2[O:40][CH3:41])[C:26](=[O:27])[CH2:25][CH2:24][CH2:23]1. (3) Given the reactants [CH2:1]1[C:10]2[C:5](=[CH:6][CH:7]=[C:8]([OH:11])[CH:9]=2)[CH2:4][CH2:3][NH:2]1.CO[C:14]1[CH:19]=[CH:18][CH:17]=[C:16](OC)[CH:15]=1.FC(F)(F)C(O)=O, predict the reaction product. The product is: [C:14]1([C:9]2[C:8]([OH:11])=[CH:7][CH:6]=[C:5]3[C:10]=2[CH2:1][NH:2][CH2:3][CH2:4]3)[CH:19]=[CH:18][CH:17]=[CH:16][CH:15]=1. (4) Given the reactants [NH:1]1[C:9]2[C:4](=[CH:5][C:6]([N:10]=[CH:11][N:12]([CH2:14][CH3:15])[CH3:13])=[CH:7][CH:8]=2)[CH:3]=[CH:2]1.CC([O-])(C)C.[K+].[Cl:22][C:23]1[CH:24]=[C:25]([CH:28]=[CH:29][C:30]=1[Cl:31])[CH2:26]Cl.O, predict the reaction product. The product is: [Cl:22][C:23]1[CH:24]=[C:25]([CH:28]=[CH:29][C:30]=1[Cl:31])[CH2:26][N:1]1[C:9]2[C:4](=[CH:5][C:6]([N:10]=[CH:11][N:12]([CH2:14][CH3:15])[CH3:13])=[CH:7][CH:8]=2)[CH:3]=[CH:2]1. (5) Given the reactants [CH3:1][O:2][C:3]1[CH:4]=[C:5]([CH:8]=[CH:9][N:10]=1)[C:6]#N.[CH2:11]([Mg]Cl)[CH3:12].C1C[O:18]CC1, predict the reaction product. The product is: [CH3:1][O:2][C:3]1[CH:4]=[C:5]([C:6](=[O:18])[CH2:11][CH3:12])[CH:8]=[CH:9][N:10]=1. (6) Given the reactants [F:1][C:2]1[CH:27]=[CH:26][CH:25]=[C:24]([F:28])[C:3]=1[C:4]([NH:6][C:7]1[S:8][C:9]([C:14]2[CH:19]=[CH:18][CH:17]=[C:16]([C:20]([F:23])([F:22])[F:21])[CH:15]=2)=[C:10]([CH:12]=[O:13])[N:11]=1)=[O:5].S([CH2:39][N+:40]#[C-:41])(C1C=CC(C)=CC=1)(=O)=O.C(=O)([O-])[O-].[K+].[K+], predict the reaction product. The product is: [F:28][C:24]1[CH:25]=[CH:26][CH:27]=[C:2]([F:1])[C:3]=1[C:4]([NH:6][C:7]1[S:8][C:9]([C:14]2[CH:19]=[CH:18][CH:17]=[C:16]([C:20]([F:21])([F:22])[F:23])[CH:15]=2)=[C:10]([C:12]2[O:13][CH:41]=[N:40][CH:39]=2)[N:11]=1)=[O:5]. (7) The product is: [C:5]1([C:9]2[N:10]=[N:11][CH:12]=[C:13]([C:24]3[CH:29]=[CH:28][CH:27]=[CH:26][CH:25]=3)[C:14]=2[C:15]2[O:16][CH:17]=[C:18]([C:20](=[O:22])[CH3:30])[N:19]=2)[CH:6]=[CH:7][CH:8]=[CH:3][CH:4]=1. Given the reactants CO[C:3]1[CH:4]=[C:5]([C:9]2[N:10]=[N:11][CH:12]=[C:13]([C:24]3[CH:29]=[CH:28][CH:27]=[CH:26][CH:25]=3)[C:14]=2[C:15]2[O:16][CH:17]=[C:18]([C:20]([O:22]C)=O)[N:19]=2)[CH:6]=[CH:7][CH:8]=1.[CH3:30][Mg+].[Br-], predict the reaction product. (8) Given the reactants [CH3:1][NH:2][C:3]1([C:8]#[N:9])[CH2:7][CH2:6][CH2:5][CH2:4]1.[NH2:10][CH2:11][CH2:12][CH2:13][CH2:14][CH2:15]C#N, predict the reaction product. The product is: [C:11]([CH2:12][CH2:13][CH2:14][CH2:15][CH2:1][NH:2][C:3]1([C:8]#[N:9])[CH2:7][CH2:6][CH2:5][CH2:4]1)#[N:10].